This data is from M1 muscarinic receptor antagonist screen with 61,756 compounds. The task is: Binary Classification. Given a drug SMILES string, predict its activity (active/inactive) in a high-throughput screening assay against a specified biological target. (1) The molecule is O1C(CCC1)CNC(=O)C1CN(C(=O)C1)Cc1c(OC)cccc1. The result is 0 (inactive). (2) The compound is S(=O)(=O)(NCCCOC)c1c2c3c(SC(=O)c3ccc2)cc1. The result is 0 (inactive). (3) The molecule is S(=O)(=O)(NCC(=O)N1CC(CCC1)C)c1cc2sc(nc2cc1)C. The result is 0 (inactive). (4) The molecule is s1c(C(N2CCC3(OCCO3)CC2)c2sccc2)c(O)n2nc(nc12)C. The result is 0 (inactive).